This data is from Full USPTO retrosynthesis dataset with 1.9M reactions from patents (1976-2016). The task is: Predict the reactants needed to synthesize the given product. (1) Given the product [Cl:1][C:2]1[C:11]2[C:6](=[CH:7][CH:8]=[CH:9][CH:10]=2)[C:5]([O:12][C:21]2[CH:20]=[CH:19][C:16]([C:17]#[N:18])=[CH:15][C:14]=2[F:13])=[CH:4][N:3]=1, predict the reactants needed to synthesize it. The reactants are: [Cl:1][C:2]1[C:11]2[C:6](=[CH:7][CH:8]=[CH:9][CH:10]=2)[C:5]([OH:12])=[CH:4][N:3]=1.[F:13][C:14]1[CH:15]=[C:16]([CH:19]=[CH:20][C:21]=1F)[C:17]#[N:18]. (2) Given the product [CH2:1]([O:8][CH:9]1[CH2:10][CH2:11][C:12]2([CH:15]=[CH:22][C:20](=[O:21])[CH2:18][CH2:19]2)[CH2:13][CH2:14]1)[C:2]1[CH:3]=[CH:4][CH:5]=[CH:6][CH:7]=1, predict the reactants needed to synthesize it. The reactants are: [CH2:1]([O:8][CH:9]1[CH2:14][CH2:13][CH:12]([CH:15]=O)[CH2:11][CH2:10]1)[C:2]1[CH:7]=[CH:6][CH:5]=[CH:4][CH:3]=1.O.[CH:18]([C:20]([CH3:22])=[O:21])=[CH2:19]. (3) Given the product [F:18][C:19]1[N:20]=[CH:21][C:22]([C:23]([N:14]2[CH2:15][CH2:16][CH2:17][CH:12]([C:9]3[N:8]=[C:7]([C:3]4[NH:2][CH:6]=[CH:5][CH:4]=4)[O:11][N:10]=3)[CH2:13]2)=[O:24])=[CH:26][CH:27]=1, predict the reactants needed to synthesize it. The reactants are: Cl.[NH:2]1[CH:6]=[CH:5][CH:4]=[C:3]1[C:7]1[O:11][N:10]=[C:9]([CH:12]2[CH2:17][CH2:16][CH2:15][NH:14][CH2:13]2)[N:8]=1.[F:18][C:19]1[CH:27]=[CH:26][C:22]([C:23](O)=[O:24])=[CH:21][N:20]=1.CCN=C=NCCCN(C)C.Cl.C1C=CC2N(O)N=NC=2C=1. (4) Given the product [NH:6]1[CH2:11][CH2:10][CH2:9][CH:8]([CH2:16][O:15][S:2]([CH3:1])(=[O:4])=[O:3])[CH2:7]1, predict the reactants needed to synthesize it. The reactants are: [CH3:1][S:2](Cl)(=[O:4])=[O:3].[N:6]1[CH:11]=[CH:10][CH:9]=[CH:8][CH:7]=1.C1[CH2:16][O:15]CC1.